Dataset: Catalyst prediction with 721,799 reactions and 888 catalyst types from USPTO. Task: Predict which catalyst facilitates the given reaction. (1) Reactant: [Si]([O:8][CH2:9][CH2:10][N:11]([CH:42]1[CH2:44][CH2:43]1)[C:12]([C:14]1[C:19]([O:20][CH2:21][C:22]2[CH:27]=[CH:26][CH:25]=[CH:24][CH:23]=2)=[C:18]([OH:28])[N:17]=[C:16]([CH2:29][C:30]2([C:35]3[CH:40]=[CH:39][C:38]([Cl:41])=[CH:37][CH:36]=3)[CH2:34][CH2:33][CH2:32][CH2:31]2)[N:15]=1)=[O:13])(C(C)(C)C)(C)C.Cl.C(OCC)(=O)C.C([O-])(O)=O.[Na+]. Product: [CH:42]1([N:11]([CH2:10][CH2:9][OH:8])[C:12]([C:14]2[C:19]([O:20][CH2:21][C:22]3[CH:23]=[CH:24][CH:25]=[CH:26][CH:27]=3)=[C:18]([OH:28])[N:17]=[C:16]([CH2:29][C:30]3([C:35]4[CH:36]=[CH:37][C:38]([Cl:41])=[CH:39][CH:40]=4)[CH2:31][CH2:32][CH2:33][CH2:34]3)[N:15]=2)=[O:13])[CH2:44][CH2:43]1. The catalyst class is: 188. (2) Reactant: Br[C:2]1[S:6][C:5]([C:7](Cl)=[O:8])=[CH:4][CH:3]=1.[CH3:10][O:11][C:12]1[CH:17]=[CH:16][C:15]([NH2:18])=[CH:14][CH:13]=1.[N:19]1[CH:24]=[CH:23][C:22](B(O)O)=[CH:21][CH:20]=1. Product: [CH3:10][O:11][C:12]1[CH:17]=[CH:16][C:15]([NH:18][C:7]([C:5]2[S:6][C:2]([C:22]3[CH:23]=[CH:24][N:19]=[CH:20][CH:21]=3)=[CH:3][CH:4]=2)=[O:8])=[CH:14][CH:13]=1. The catalyst class is: 45. (3) Reactant: [Cl:1][C:2]1[CH:6]=[C:5]([C:7](O)=[O:8])[N:4]([CH3:10])[N:3]=1.O1CCCC1.C(Cl)(=O)C(Cl)=O.[NH2:22][C:23]1[CH:24]=[C:25]([CH:42]=[CH:43][C:44]=1[F:45])[O:26][C:27]1[CH:28]=[CH:29][C:30]2[N:31]([CH:33]=[C:34]([NH:36][C:37]([CH:39]3[CH2:41][CH2:40]3)=[O:38])[N:35]=2)[N:32]=1. Product: [Cl:1][C:2]1[CH:6]=[C:5]([C:7]([NH:22][C:23]2[CH:24]=[C:25]([O:26][C:27]3[CH:28]=[CH:29][C:30]4[N:31]([CH:33]=[C:34]([NH:36][C:37]([CH:39]5[CH2:41][CH2:40]5)=[O:38])[N:35]=4)[N:32]=3)[CH:42]=[CH:43][C:44]=2[F:45])=[O:8])[N:4]([CH3:10])[N:3]=1. The catalyst class is: 402. (4) Reactant: [CH3:1][O:2][C:3]1[CH:4]=[C:5]([NH:15][C:16]2[N:25]=[CH:24][C:23]3[CH2:22][CH2:21][CH2:20][CH:19]([O:26]S(C)(=O)=O)[C:18]=3[N:17]=2)[CH:6]=[CH:7][C:8]=1[N:9]1[CH:13]=[C:12]([CH3:14])[N:11]=[CH:10]1.[CH2:31]([O-])C.[Na+]. Product: [CH3:1][O:2][C:3]1[CH:4]=[C:5]([NH:15][C:16]2[N:25]=[CH:24][C:23]3[CH2:22][CH2:21][CH2:20][CH:19]([O:26][CH3:31])[C:18]=3[N:17]=2)[CH:6]=[CH:7][C:8]=1[N:9]1[CH:13]=[C:12]([CH3:14])[N:11]=[CH:10]1. The catalyst class is: 24. (5) Reactant: [O:1]=[S:2]1(=[O:38])[CH2:7][CH2:6][CH:5]([O:8][C:9]2[CH:14]=[C:13]([CH3:15])[C:12]([C:16]3[CH:21]=[CH:20][CH:19]=[C:18]([CH2:22][O:23][C:24]4[CH:29]=[CH:28][C:27]([CH:30]5[CH2:32][CH:31]5[C:33]([O:35]C)=[O:34])=[CH:26][CH:25]=4)[CH:17]=3)=[C:11]([CH3:37])[CH:10]=2)[CH2:4][CH2:3]1.[OH-].[Na+].Cl. Product: [O:1]=[S:2]1(=[O:38])[CH2:7][CH2:6][CH:5]([O:8][C:9]2[CH:14]=[C:13]([CH3:15])[C:12]([C:16]3[CH:21]=[CH:20][CH:19]=[C:18]([CH2:22][O:23][C:24]4[CH:25]=[CH:26][C:27]([CH:30]5[CH2:32][CH:31]5[C:33]([OH:35])=[O:34])=[CH:28][CH:29]=4)[CH:17]=3)=[C:11]([CH3:37])[CH:10]=2)[CH2:4][CH2:3]1. The catalyst class is: 111. (6) Reactant: [CH3:1][C:2]1[N:3]([CH2:16][CH2:17][O:18][CH2:19][CH2:20][NH:21][C:22](=[O:28])[O:23][C:24]([CH3:27])([CH3:26])[CH3:25])[C:4]2[C:13]3[CH:12]=[CH:11][CH:10]=[CH:9][C:8]=3[N+:7]([O-])=[CH:6][C:5]=2[N:15]=1.[NH4+:29].[OH-].C1(C)C=CC(S(Cl)(=O)=O)=CC=1.O. Product: [NH2:29][C:6]1[C:5]2[N:15]=[C:2]([CH3:1])[N:3]([CH2:16][CH2:17][O:18][CH2:19][CH2:20][NH:21][C:22](=[O:28])[O:23][C:24]([CH3:27])([CH3:26])[CH3:25])[C:4]=2[C:13]2[CH:12]=[CH:11][CH:10]=[CH:9][C:8]=2[N:7]=1. The catalyst class is: 2.